Dataset: Forward reaction prediction with 1.9M reactions from USPTO patents (1976-2016). Task: Predict the product of the given reaction. (1) Given the reactants C([O:3][C:4]([C:6]1[C:11]([C:12]2[CH:17]=[CH:16][CH:15]=[CH:14][CH:13]=2)=[CH:10][N:9]=[N:8][C:7]=1[C:18]1[CH:23]=[CH:22][CH:21]=[CH:20][CH:19]=1)=[O:5])C.[OH-].[K+].Cl, predict the reaction product. The product is: [C:18]1([C:7]2[N:8]=[N:9][CH:10]=[C:11]([C:12]3[CH:13]=[CH:14][CH:15]=[CH:16][CH:17]=3)[C:6]=2[C:4]([OH:5])=[O:3])[CH:19]=[CH:20][CH:21]=[CH:22][CH:23]=1. (2) Given the reactants [Cl:1][C:2]1[C:8]([O:9]C)=[CH:7][CH:6]=[C:5]([F:11])[C:3]=1[NH2:4].B(Br)(Br)Br.C([O-])(O)=O.[Na+], predict the reaction product. The product is: [NH2:4][C:3]1[C:2]([Cl:1])=[C:8]([OH:9])[CH:7]=[CH:6][C:5]=1[F:11]. (3) Given the reactants [CH3:1][O:2][C:3]1[CH:8]=[CH:7][C:6]([SH:9])=[CH:5][CH:4]=1.[Cl:10][C:11]1[C:12](F)=[CH:13][C:14]2[O:19][CH:18]([C:20]([F:23])([F:22])[F:21])[C:17]([C:24]([O:26]CC)=[O:25])=[CH:16][C:15]=2[CH:29]=1, predict the reaction product. The product is: [Cl:10][C:11]1[C:12]([S:9][C:6]2[CH:7]=[CH:8][C:3]([O:2][CH3:1])=[CH:4][CH:5]=2)=[CH:13][C:14]2[O:19][CH:18]([C:20]([F:22])([F:21])[F:23])[C:17]([C:24]([OH:26])=[O:25])=[CH:16][C:15]=2[CH:29]=1. (4) Given the reactants CN(/C=[C:5]1\[C:6](=O)[CH2:7][CH2:8][C:9]2[C:17]3[C:16]([O:18][CH2:19][CH2:20][C:21]4[CH:26]=[CH:25][C:24]([N+:27]([O-:29])=[O:28])=[CH:23][CH:22]=4)=[N:15][CH:14]=[N:13][C:12]=3[S:11][C:10]\1=2)C.C(O[C:36]([NH:38][NH:39][CH2:40][CH2:41][OH:42])=O)(C)(C)C, predict the reaction product. The product is: [N+:27]([C:24]1[CH:25]=[CH:26][C:21]([CH2:20][CH2:19][O:18][C:16]2[N:15]=[CH:14][N:13]=[C:12]3[C:17]=2[C:9]2[CH2:8][CH2:7][C:6]4[N:39]([CH2:40][CH2:41][OH:42])[N:38]=[CH:36][C:5]=4[C:10]=2[S:11]3)=[CH:22][CH:23]=1)([O-:29])=[O:28]. (5) Given the reactants [OH:1][C:2]1[CH:7]=[CH:6][CH:5]=[CH:4][C:3]=1[C:8]1[N:17]=[C:16]([N:18]2[CH2:22][CH2:21][C@@H:20]([NH:23][C:24](=[O:30])[O:25][CH2:26][CH:27]([CH3:29])[CH3:28])[CH2:19]2)[C:15]2[C:10](=[CH:11][C:12]([CH3:31])=[CH:13][CH:14]=2)[N:9]=1.[ClH:32], predict the reaction product. The product is: [ClH:32].[OH:1][C:2]1[CH:7]=[CH:6][CH:5]=[CH:4][C:3]=1[C:8]1[N:17]=[C:16]([N:18]2[CH2:22][CH2:21][C@@H:20]([NH:23][C:24](=[O:30])[O:25][CH2:26][CH:27]([CH3:29])[CH3:28])[CH2:19]2)[C:15]2[C:10](=[CH:11][C:12]([CH3:31])=[CH:13][CH:14]=2)[N:9]=1.